Task: Predict the reaction yield, written as a fraction of the theoretical maximum amount of product (1.0 means a 100% yield; for example, 0.34 means a 34% yield).. Dataset: Reaction yield outcomes from USPTO patents with 853,638 reactions The reactants are [O-]P([O-])([O-])=O.[K+].[K+].[K+].[CH2:9]([NH2:16])[C:10]1[CH:15]=[CH:14][CH:13]=[CH:12][CH:11]=1.I[C:18]1[CH:19]=[C:20]([CH:23]=[CH:24][CH:25]=1)[C:21]#[N:22].C(O)CO. The product is [C:9]([C:10]1[CH:15]=[C:14]([NH:22][CH2:21][C:20]2[CH:23]=[CH:24][CH:25]=[CH:18][CH:19]=2)[CH:13]=[CH:12][CH:11]=1)#[N:16]. The catalyst is [Cu]I.CCCCCC.C(OCC)(=O)C.CC(O)C. The yield is 0.800.